Dataset: Reaction yield outcomes from USPTO patents with 853,638 reactions. Task: Predict the reaction yield, written as a fraction of the theoretical maximum amount of product (1.0 means a 100% yield; for example, 0.34 means a 34% yield). (1) The reactants are Cl[C:2]1[CH:7]=[CH:6][N:5]=[C:4]([S:8][CH3:9])[N:3]=1.[IH:10].C(=O)(O)[O-].[Na+].C(=O)([O-])[O-].[Na+].[Na+]. No catalyst specified. The product is [I:10][C:2]1[CH:7]=[CH:6][N:5]=[C:4]([S:8][CH3:9])[N:3]=1. The yield is 0.690. (2) The reactants are Br[CH2:2][C:3]1[N:7]([CH3:8])[N:6]=[C:5]([N+:9]([O-:11])=[O:10])[CH:4]=1.[NH:12]1[CH2:15][CH2:14][CH2:13]1.C(N(C(C)C)CC)(C)C. The catalyst is O1CCCC1. The product is [N:12]1([CH2:2][C:3]2[N:7]([CH3:8])[N:6]=[C:5]([N+:9]([O-:11])=[O:10])[CH:4]=2)[CH2:15][CH2:14][CH2:13]1. The yield is 0.900. (3) The reactants are Cl.C(O[C:5]([C:7]1[CH:8]=[C:9]2[C:13](=[CH:14][CH:15]=1)[NH:12][N:11]=[C:10]2[C:16]1[CH:21]=[CH:20][C:19]([F:22])=[CH:18][CH:17]=1)=[NH:6])C.C(N(CC)CC)C.[C:30]1([CH2:36][C:37]([NH:39][NH2:40])=O)[CH:35]=[CH:34][CH:33]=[CH:32][CH:31]=1. No catalyst specified. The product is [F:22][C:19]1[CH:20]=[CH:21][C:16]([C:10]2[C:9]3[C:13](=[CH:14][CH:15]=[C:7]([C:5]4[NH:6][C:37]([CH2:36][C:30]5[CH:35]=[CH:34][CH:33]=[CH:32][CH:31]=5)=[N:39][N:40]=4)[CH:8]=3)[NH:12][N:11]=2)=[CH:17][CH:18]=1. The yield is 0.440.